Dataset: Forward reaction prediction with 1.9M reactions from USPTO patents (1976-2016). Task: Predict the product of the given reaction. Given the reactants C(O[C:6]([C:8]1[CH:20]=[C:19]([O:21][C:22]2[CH:27]=[CH:26][C:25]([S:28]([CH3:31])(=[O:30])=[O:29])=[C:24]([F:32])[CH:23]=2)[C:11]2[CH2:12][C:13]([CH2:16][O:17][CH3:18])([CH3:15])[O:14][C:10]=2[CH:9]=1)=[O:7])(C)(C)C.[NH2:33][C:34]1[CH:38]=[CH:37][N:36]([CH3:39])[N:35]=1, predict the reaction product. The product is: [CH3:39][N:36]1[CH:37]=[CH:38][C:34]([NH:33][C:6]([C:8]2[CH:20]=[C:19]([O:21][C:22]3[CH:27]=[CH:26][C:25]([S:28]([CH3:31])(=[O:29])=[O:30])=[C:24]([F:32])[CH:23]=3)[C:11]3[CH2:12][C:13]([CH2:16][O:17][CH3:18])([CH3:15])[O:14][C:10]=3[CH:9]=2)=[O:7])=[N:35]1.